From a dataset of Full USPTO retrosynthesis dataset with 1.9M reactions from patents (1976-2016). Predict the reactants needed to synthesize the given product. (1) Given the product [Br:1][C:2]1[CH:17]=[CH:16][C:5]([N:6]([CH3:15])[C:7](=[O:14])[C:8]2[CH:13]=[CH:12][CH:11]=[CH:10][CH:9]=2)=[C:4]([NH2:18])[CH:3]=1, predict the reactants needed to synthesize it. The reactants are: [Br:1][C:2]1[CH:17]=[CH:16][C:5]([N:6]([CH3:15])[C:7](=[O:14])[C:8]2[CH:13]=[CH:12][CH:11]=[CH:10][CH:9]=2)=[C:4]([N+:18]([O-])=O)[CH:3]=1.S(S([O-])=O)([O-])=O.[Na+].[Na+].CO.C(=O)([O-])O.[Na+]. (2) Given the product [CH3:1][O:2][C:3](=[O:24])[CH:4]([NH:11][C:12](=[O:23])[C@@H:13]([NH2:15])[CH3:14])[C:5]1[CH:10]=[CH:9][CH:8]=[CH:7][N:6]=1, predict the reactants needed to synthesize it. The reactants are: [CH3:1][O:2][C:3](=[O:24])[CH:4]([NH:11][C:12](=[O:23])[C@@H:13]([NH:15]C(OC(C)(C)C)=O)[CH3:14])[C:5]1[CH:10]=[CH:9][CH:8]=[CH:7][N:6]=1.Cl. (3) Given the product [CH2:19]([O:21][C:22]([C:24]1[C:25](=[O:44])[C:26]2[CH:31]=[N:30][C:29]([NH:18][C:15]3[CH:16]=[CH:17][C:12]([CH2:11][CH2:10][S:7]([N:1]4[CH2:2][CH2:3][O:4][CH2:5][CH2:6]4)(=[O:9])=[O:8])=[CH:13][CH:14]=3)=[N:28][C:27]=2[N:36]([CH:38]2[CH2:43][CH2:42][CH2:41][CH2:40][CH2:39]2)[CH:37]=1)=[O:23])[CH3:20], predict the reactants needed to synthesize it. The reactants are: [N:1]1([S:7]([CH2:10][CH2:11][C:12]2[CH:17]=[CH:16][C:15]([NH2:18])=[CH:14][CH:13]=2)(=[O:9])=[O:8])[CH2:6][CH2:5][O:4][CH2:3][CH2:2]1.[CH2:19]([O:21][C:22]([C:24]1[C:25](=[O:44])[C:26]2[CH:31]=[N:30][C:29](S(C)(=O)=O)=[N:28][C:27]=2[N:36]([CH:38]2[CH2:43][CH2:42][CH2:41][CH2:40][CH2:39]2)[CH:37]=1)=[O:23])[CH3:20].